From a dataset of Full USPTO retrosynthesis dataset with 1.9M reactions from patents (1976-2016). Predict the reactants needed to synthesize the given product. (1) The reactants are: C(O)=O.[NH2:4][CH2:5][CH2:6][C:7]1[CH:32]=[CH:31][C:10]([NH:11][CH:12]2[CH2:17][CH2:16][N:15]([C:18]([NH:20][CH2:21][CH2:22][C:23]3[CH:28]=[CH:27][CH:26]=[C:25]([O:29][CH3:30])[CH:24]=3)=[O:19])[CH2:14][CH2:13]2)=[CH:9][CH:8]=1.C([Si]([O:50][C:51]1[CH:56]=[CH:55][C:54]([O:57][CH2:58][CH:59]2[CH2:61][O:60]2)=[CH:53][CH:52]=1)(C1C=CC=CC=1)C1C=CC=CC=1)(C)(C)C. Given the product [CH3:30][O:29][C:25]1[CH:24]=[C:23]([CH2:22][CH2:21][NH:20][C:18]([N:15]2[CH2:14][CH2:13][CH:12]([NH:11][C:10]3[CH:9]=[CH:8][C:7]([CH2:6][CH2:5][NH:4][CH2:61][C@H:59]([OH:60])[CH2:58][O:57][C:54]4[CH:55]=[CH:56][C:51]([OH:50])=[CH:52][CH:53]=4)=[CH:32][CH:31]=3)[CH2:17][CH2:16]2)=[O:19])[CH:28]=[CH:27][CH:26]=1, predict the reactants needed to synthesize it. (2) Given the product [C:1]([C:5]1[CH:12]=[CH:11][C:8]([CH2:9][NH:19][CH2:18][C:17]2[CH:20]=[CH:21][C:14]([Cl:13])=[CH:15][CH:16]=2)=[CH:7][CH:6]=1)([CH3:4])([CH3:3])[CH3:2], predict the reactants needed to synthesize it. The reactants are: [C:1]([C:5]1[CH:12]=[CH:11][C:8]([CH:9]=O)=[CH:7][CH:6]=1)([CH3:4])([CH3:3])[CH3:2].[Cl:13][C:14]1[CH:21]=[CH:20][C:17]([CH2:18][NH2:19])=[CH:16][CH:15]=1.C(O)(=O)C.C([BH3-])#N.[Na+]. (3) Given the product [F:25][C:26]([F:31])([F:30])[C:27]([OH:29])=[O:28].[CH:65]1([CH:40]2[CH2:39][CH:38]([C:44]([OH:46])=[O:45])[CH2:43][CH2:42][N:41]2[C:12](=[O:14])[CH:11]([NH:10][C:9]([NH:8][CH2:7][CH2:6][C:4]2[N:3]=[CH:2][NH:1][CH:5]=2)=[O:24])[CH2:15][C:16]2[CH:21]=[CH:20][C:19]([O:22][CH3:23])=[CH:18][CH:17]=2)[CH2:66][CH2:67][CH2:68][CH2:69][CH2:70]1, predict the reactants needed to synthesize it. The reactants are: [NH:1]1[CH:5]=[C:4]([CH2:6][CH2:7][NH:8][C:9](=[O:24])[NH:10][CH:11]([CH2:15][C:16]2[CH:21]=[CH:20][C:19]([O:22][CH3:23])=[CH:18][CH:17]=2)[C:12]([OH:14])=O)[N:3]=[CH:2]1.[F:25][C:26]([F:31])([F:30])[C:27]([OH:29])=[O:28].C1([C:38]2([C:44]([OH:46])=[O:45])[CH2:43][CH2:42][NH:41][CH2:40][CH2:39]2)CCCCC1.C(N(C(C)C)CC)(C)C.CN(C(ON1N=N[C:66]2[CH:67]=[CH:68][CH:69]=[CH:70][C:65]1=2)=[N+](C)C)C.[B-](F)(F)(F)F. (4) Given the product [CH3:18][N:19]1[C:23]([C:24]2[CH:25]=[C:26]([NH:27][C:2]3[C:11]4[C:6](=[CH:7][CH:8]=[CH:9][CH:10]=4)[C:5]([CH2:12][C:13]4[S:14][CH:15]=[CH:16][CH:17]=4)=[CH:4][N:3]=3)[CH:28]=[CH:29][CH:30]=2)=[CH:22][N:21]=[C:20]1[CH3:31], predict the reactants needed to synthesize it. The reactants are: Cl[C:2]1[C:11]2[C:6](=[CH:7][CH:8]=[CH:9][CH:10]=2)[C:5]([CH2:12][C:13]2[S:14][CH:15]=[CH:16][CH:17]=2)=[CH:4][N:3]=1.[CH3:18][N:19]1[C:23]([C:24]2[CH:25]=[C:26]([CH:28]=[CH:29][CH:30]=2)[NH2:27])=[CH:22][N:21]=[C:20]1[CH3:31]. (5) The reactants are: N(O[CH2:4][C:5]1[CH:10]=[C:9]([C:11](=[O:13])[CH3:12])[CH:8]=[CH:7][C:6]=1[O:14][CH3:15])=O.[C:16]([OH:19])(=[O:18])C. Given the product [C:11]([C:9]1[CH:8]=[CH:7][C:6]([O:14][CH3:15])=[C:5]([CH2:4][C:16]([OH:19])=[O:18])[CH:10]=1)(=[O:13])[CH3:12], predict the reactants needed to synthesize it. (6) The reactants are: [CH:1]([C:3]1[CH:8]=[CH:7][C:6]([CH:9]([NH:11][C:12](=[O:14])[CH3:13])[CH3:10])=[CH:5][CH:4]=1)=[O:2].[BH4-].[Na+].Cl. Given the product [OH:2][CH2:1][C:3]1[CH:4]=[CH:5][C:6]([CH:9]([NH:11][C:12](=[O:14])[CH3:13])[CH3:10])=[CH:7][CH:8]=1, predict the reactants needed to synthesize it. (7) Given the product [C:1]([OH:8])(=[O:7])[CH2:2][CH2:3][C:4]([OH:6])=[O:5].[CH3:11][CH:10]([NH:12][CH2:13][CH:14]([OH:27])[CH2:15][O:16][C:17]1[CH:18]=[CH:19][C:20]([CH2:23][CH2:24][O:25][CH3:26])=[CH:21][CH:22]=1)[CH3:9].[CH2:2]([C:1]([OH:8])=[O:7])[CH2:3][C:4]([OH:6])=[O:5], predict the reactants needed to synthesize it. The reactants are: [C:1]([OH:8])(=[O:7])[CH2:2][CH2:3][C:4]([OH:6])=[O:5].[CH3:9][CH:10]([NH:12][CH2:13][CH:14]([OH:27])[CH2:15][O:16][C:17]1[CH:18]=[CH:19][C:20]([CH2:23][CH2:24][O:25][CH3:26])=[CH:21][CH:22]=1)[CH3:11]. (8) Given the product [I:1][C:2]1[CH:7]=[CH:6][C:5]([C:8]2[NH:21][C:19](=[S:20])[N:18]3[N:17]=[CH:12][CH:11]=[C:10]3[CH:9]=2)=[CH:4][CH:3]=1, predict the reactants needed to synthesize it. The reactants are: [I:1][C:2]1[CH:7]=[CH:6][C:5]([C:8](=O)[CH2:9][C:10](=O)[CH:11]=[CH:12]OC)=[CH:4][CH:3]=1.[NH2:17][NH:18][C:19]([NH2:21])=[S:20]. (9) Given the product [CH2:1]([O:8][C:9]1[CH:14]=[CH:13][C:12]([N:18]2[CH:22]=[C:21]([C:23]([O:25][CH2:26][CH3:27])=[O:24])[CH:20]=[N:19]2)=[N:11][C:10]=1[C:16]#[N:17])[C:2]1[CH:7]=[CH:6][CH:5]=[CH:4][CH:3]=1, predict the reactants needed to synthesize it. The reactants are: [CH2:1]([O:8][C:9]1[C:10]([C:16]#[N:17])=[N:11][C:12](Br)=[CH:13][CH:14]=1)[C:2]1[CH:7]=[CH:6][CH:5]=[CH:4][CH:3]=1.[NH:18]1[CH:22]=[C:21]([C:23]([O:25][CH2:26][CH3:27])=[O:24])[CH:20]=[N:19]1.C(=O)([O-])[O-].[K+].[K+].CN[C@@H]1CCCC[C@H]1NC. (10) The reactants are: CN(C=O)C.[N:6]1[N:10]2[N:11]=[CH:12][CH:13]=[CH:14][C:9]2=[C:8](C(O)=O)[CH:7]=1.C(=O)([O-])O.[Na+].[Br:23]N1C(=O)CCC1=O. Given the product [Br:23][C:8]1[CH:7]=[N:6][N:10]2[C:9]=1[CH:14]=[CH:13][CH:12]=[N:11]2, predict the reactants needed to synthesize it.